From a dataset of Tyrosyl-DNA phosphodiesterase HTS with 341,365 compounds. Binary Classification. Given a drug SMILES string, predict its activity (active/inactive) in a high-throughput screening assay against a specified biological target. (1) The result is 0 (inactive). The molecule is O=C1N(c2c(/C1=N\NC(=O)CNC(=O)/C=C\c1ccccc1)cccc2)C. (2) The compound is O=C(NC(C)(C)C)C(N(CCc1ccccc1)C(=O)CCC(=O)Nc1noc(c1)C)c1c(OC)c(OC)ccc1. The result is 0 (inactive). (3) The compound is S(CC(=O)Nc1cc(SC)ccc1)c1ncccc1C(Oc1cc([N+]([O-])=O)ccc1)=O. The result is 0 (inactive). (4) The result is 0 (inactive). The compound is N#CCCCCC#N. (5) The compound is o1c(nnc1COC(=O)/C=C\c1occc1)c1ccccc1. The result is 1 (active).